Dataset: Reaction yield outcomes from USPTO patents with 853,638 reactions. Task: Predict the reaction yield, written as a fraction of the theoretical maximum amount of product (1.0 means a 100% yield; for example, 0.34 means a 34% yield). (1) The reactants are C([O:3][P:4]([CH2:9][CH2:10][C:11]([CH3:34])=[CH:12][CH2:13][C:14]1[C:15]([O:27]CC[Si](C)(C)C)=[C:16]2[C:20](=[C:21]([CH3:25])[C:22]=1[O:23][CH3:24])[CH2:19][O:18][C:17]2=[O:26])(=[O:8])[O:5]CC)C.C[Si](Br)(C)C.N1C(C)=CC=CC=1C. The catalyst is CN(C=O)C.C(Cl)Cl. The product is [OH:27][C:15]1[C:14]([CH2:13][CH:12]=[C:11]([CH3:34])[CH2:10][CH2:9][P:4](=[O:3])([OH:8])[OH:5])=[C:22]([O:23][CH3:24])[C:21]([CH3:25])=[C:20]2[C:16]=1[C:17](=[O:26])[O:18][CH2:19]2. The yield is 0.500. (2) The reactants are [S:1]1[C:9]2[CH2:8][CH2:7][NH:6][C:5](=[O:10])[C:4]=2[CH:3]=[CH:2]1.I[C:12]1[CH:13]=[N:14][CH:15]=[CH:16][C:17]=1[CH3:18].P([O-])([O-])([O-])=O.[K+].[K+].[K+]. The catalyst is [Cu](I)I.O1CCOCC1. The product is [CH3:18][C:17]1[CH:16]=[CH:15][N:14]=[CH:13][C:12]=1[N:6]1[CH2:7][CH2:8][C:9]2[S:1][CH:2]=[CH:3][C:4]=2[C:5]1=[O:10]. The yield is 0.562. (3) The reactants are [CH3:1][N:2]1[C:6]([NH:7][C:8](=[O:16])OC2C=CC=CC=2)=[CH:5][C:4]([C:17]([F:20])([F:19])[F:18])=[N:3]1.[CH3:21][O:22][C:23]1[CH:24]=[C:25]2[C:30](=[CH:31][C:32]=1[O:33][CH3:34])[N:29]=[CH:28][N:27]=[C:26]2[S:35][C:36]1[CH:37]=[C:38]([CH:40]=[CH:41][CH:42]=1)[NH2:39].C(N(CC)C(C)C)(C)C. The catalyst is C1COCC1. The product is [CH3:21][O:22][C:23]1[CH:24]=[C:25]2[C:30](=[CH:31][C:32]=1[O:33][CH3:34])[N:29]=[CH:28][N:27]=[C:26]2[S:35][C:36]1[CH:37]=[C:38]([NH:39][C:8]([NH:7][C:6]2[N:2]([CH3:1])[N:3]=[C:4]([C:17]([F:18])([F:19])[F:20])[CH:5]=2)=[O:16])[CH:40]=[CH:41][CH:42]=1. The yield is 0.170. (4) The reactants are [CH3:1][C:2]([C:4]([O:6][CH2:7][CH2:8][OH:9])=[O:5])=[CH2:3].[O-2].[Al+3].[O-2].[O-2].[Al+3].[CH3:15][Si:16]([CH3:19])([CH3:18])Cl. The catalyst is C(N(CC)CC)C. The product is [CH3:15][Si:16]([CH3:19])([CH3:18])[O:9][CH2:8][CH2:7][O:6][C:4](=[O:5])[C:2]([CH3:1])=[CH2:3]. The yield is 1.00.